Dataset: Forward reaction prediction with 1.9M reactions from USPTO patents (1976-2016). Task: Predict the product of the given reaction. (1) Given the reactants Cl[C:2]1[N:7]=[N:6][CH:5]=[C:4]([C:8]([O:10][CH3:11])=[O:9])[CH:3]=1.[Na+].[I-:13].C([O-])(O)=O.[Na+], predict the reaction product. The product is: [I:13][C:2]1[N:7]=[N:6][CH:5]=[C:4]([C:8]([O:10][CH3:11])=[O:9])[CH:3]=1. (2) The product is: [CH3:24][C:25]1[CH:26]=[C:27]([S:32][C:2]2[CH:7]=[CH:6][C:5](/[CH:8]=[CH:9]/[C:10]([N:12]3[CH2:17][CH2:16][N:15]([C:18](=[O:20])[CH3:19])[CH2:14][CH2:13]3)=[O:11])=[CH:4][C:3]=2[N+:21]([O-:23])=[O:22])[CH:28]=[CH:29][C:30]=1[CH3:31]. Given the reactants Cl[C:2]1[CH:7]=[CH:6][C:5](/[CH:8]=[CH:9]/[C:10]([N:12]2[CH2:17][CH2:16][N:15]([C:18](=[O:20])[CH3:19])[CH2:14][CH2:13]2)=[O:11])=[CH:4][C:3]=1[N+:21]([O-:23])=[O:22].[CH3:24][C:25]1[CH:26]=[C:27]([SH:32])[CH:28]=[CH:29][C:30]=1[CH3:31].C(=O)([O-])[O-].[K+].[K+], predict the reaction product. (3) The product is: [N:45]([CH2:6][C@H:7]1[CH2:11][CH2:10][C:9](=[O:12])[N:8]1[C:13]1[CH:18]=[C:17]([F:19])[CH:16]=[CH:15][C:14]=1[CH2:20][NH:21][C:22]([C:24]1[N:25]=[C:26]2[N:31]([C:32](=[O:42])[C:33]=1[O:34][CH2:35][C:36]1[CH:37]=[CH:38][CH:39]=[CH:40][CH:41]=1)[CH2:30][CH2:29][O:28][C:27]2([CH3:43])[CH3:44])=[O:23])=[N+:46]=[N-:47]. Given the reactants CS(O[CH2:6][C@H:7]1[CH2:11][CH2:10][C:9](=[O:12])[N:8]1[C:13]1[CH:18]=[C:17]([F:19])[CH:16]=[CH:15][C:14]=1[CH2:20][NH:21][C:22]([C:24]1[N:25]=[C:26]2[N:31]([C:32](=[O:42])[C:33]=1[O:34][CH2:35][C:36]1[CH:41]=[CH:40][CH:39]=[CH:38][CH:37]=1)[CH2:30][CH2:29][O:28][C:27]2([CH3:44])[CH3:43])=[O:23])(=O)=O.[N-:45]=[N+:46]=[N-:47].[Na+].O, predict the reaction product. (4) The product is: [C:57]([O:56][C:54]([N:47]1[CH2:48][CH:49]2[CH:50]([CH2:51][N:52]([C:62]3[CH:63]=[CH:64][C:65]4[C@H:66]5[CH2:83][C@@H:80]([C:81]=4[CH:82]=3)[NH:79][CH2:78][C@@H:77]([OH:84])[C@H:76]([CH2:85][C:86]3[CH:87]=[C:88]([F:93])[CH:89]=[C:90]([F:92])[CH:91]=3)[NH:75][C:74](=[O:94])[CH2:73][CH2:72][CH2:71][CH:70]=[CH:69][CH2:68][O:67]5)[CH2:53]2)[CH2:46]1)=[O:55])([CH3:60])([CH3:59])[CH3:58]. Given the reactants C(O[C@H]1C2C(=CC(Br)=CC=2)[C@@H](NC[C@@H](O)[C@@H](N)CC2C=C(F)C=C(F)C=2)C1)C=C.[O-]P([O-])([O-])=O.[K+].[K+].[K+].N1CCC[C@H]1C(O)=O.[CH2:46]1[CH:50]2[CH2:51][NH:52][CH2:53][CH:49]2[CH2:48][N:47]1[C:54]([O:56][C:57]([CH3:60])([CH3:59])[CH3:58])=[O:55].Br[C:62]1[CH:63]=[CH:64][C:65]2[C@H:66]3[CH2:83][C@@H:80]([C:81]=2[CH:82]=1)[NH:79][CH2:78][C@@H:77]([OH:84])[C@H:76]([CH2:85][C:86]1[CH:91]=[C:90]([F:92])[CH:89]=[C:88]([F:93])[CH:87]=1)[NH:75][C:74](=[O:94])[CH2:73][CH2:72][CH2:71][CH:70]=[CH:69][CH2:68][O:67]3, predict the reaction product. (5) Given the reactants [N:1]1([CH2:5][CH2:6][N:7]2[CH:11]=[C:10]([C:12]3[CH:17]=[CH:16][C:15]([F:18])=[C:14]([C:19]([F:22])([F:21])[F:20])[CH:13]=3)[N:9]=[C:8]2[CH:23]2[CH2:28][CH2:27][N:26]([C:29]3[N:34]=[CH:33][N:32]=[C:31]([NH2:35])[C:30]=3[C:36]3[CH:37]=[N:38]N[CH:40]=3)[CH2:25][CH2:24]2)[CH2:4][CH2:3][CH2:2]1.[O:41]1C=C(B(O)O)C=N1.CC1(C)C(C)(C)OB(C2C=NN(C(OC(C)(C)C)=O)C=2)O1, predict the reaction product. The product is: [N:1]1([CH2:5][CH2:6][N:7]2[CH:11]=[C:10]([C:12]3[CH:17]=[CH:16][C:15]([F:18])=[C:14]([C:19]([F:22])([F:21])[F:20])[CH:13]=3)[N:9]=[C:8]2[CH:23]2[CH2:28][CH2:27][N:26]([C:29]3[N:34]=[CH:33][N:32]=[C:31]([NH2:35])[C:30]=3[C:36]3[CH:37]=[N:38][O:41][CH:40]=3)[CH2:25][CH2:24]2)[CH2:4][CH2:3][CH2:2]1. (6) Given the reactants [C:1]([C:3]1[CH:8]=[CH:7][C:6]([N:9]=[C:10]2[S:14][CH2:13][C:12]3([CH2:18][CH2:17][CH2:16][CH2:15]3)[NH:11]2)=[CH:5][CH:4]=1)#[N:2].[CH2:19](Br)[CH:20]([CH3:22])[CH3:21], predict the reaction product. The product is: [CH2:19]([N:11]1[C:12]2([CH2:15][CH2:16][CH2:17][CH2:18]2)[CH2:13][S:14][C:10]1=[N:9][C:6]1[CH:5]=[CH:4][C:3]([C:1]#[N:2])=[CH:8][CH:7]=1)[CH:20]([CH3:22])[CH3:21]. (7) Given the reactants [Br:1][C:2]1[CH:3]=[N:4][CH:5]=[C:6]([CH:10]=1)[C:7]([OH:9])=O.[NH2:11][CH2:12][CH2:13][OH:14].CN(C(ON1N=NC2C=CC=NC1=2)=[N+](C)C)C.F[P-](F)(F)(F)(F)F.CCN(C(C)C)C(C)C, predict the reaction product. The product is: [Br:1][C:2]1[CH:3]=[N:4][CH:5]=[C:6]([CH:10]=1)[C:7]([NH:11][CH2:12][CH2:13][OH:14])=[O:9]. (8) Given the reactants [H-].[Na+].[C:3]([O:7][C:8]([NH:10][CH2:11][CH2:12][O:13][CH2:14][CH2:15][O:16][CH2:17][CH2:18][O:19][CH2:20][CH2:21][O:22][CH2:23][CH2:24][C:25]([OH:27])=[O:26])=[O:9])([CH3:6])([CH3:5])[CH3:4].IC.[C:30](O)(=O)C, predict the reaction product. The product is: [C:3]([O:7][C:8]([N:10]([CH3:30])[CH2:11][CH2:12][O:13][CH2:14][CH2:15][O:16][CH2:17][CH2:18][O:19][CH2:20][CH2:21][O:22][CH2:23][CH2:24][C:25]([OH:27])=[O:26])=[O:9])([CH3:6])([CH3:4])[CH3:5].